Dataset: P-glycoprotein inhibition data for predicting drug efflux from Broccatelli et al.. Task: Regression/Classification. Given a drug SMILES string, predict its absorption, distribution, metabolism, or excretion properties. Task type varies by dataset: regression for continuous measurements (e.g., permeability, clearance, half-life) or binary classification for categorical outcomes (e.g., BBB penetration, CYP inhibition). Dataset: pgp_broccatelli. (1) The molecule is CCN(CC)CCOC(=O)C(c1ccccc1)c1ccccc1. The result is 0 (non-inhibitor). (2) The drug is CN/C(=C/[N+](=O)[O-])NCCSCc1ccc(CN(C)C)o1. The result is 0 (non-inhibitor). (3) The compound is CCCCOc1cc2oc(-c3ccccc3)cc(=O)c2c(O)c1OCCCC. The result is 1 (inhibitor). (4) The drug is O=C1C[C@H](c2ccc(O)cc2)Oc2cc(O)cc(O)c21. The result is 1 (inhibitor). (5) The molecule is COC(=O)C1=C(C)NC(C)=C(C(=O)OCCCN2CCC(c3ccccc3)(c3ccccc3)CC2)[C@H]1c1cccc([N+](=O)[O-])c1. The result is 1 (inhibitor). (6) The compound is O=C(Nc1cccnc1)c1c2n(c3c(N4CCN(CCc5ccc(F)c(F)c5)CC4)ncnc13)CCCC2. The result is 1 (inhibitor). (7) The compound is c1ccc(Cc2ccccn2)cc1. The result is 0 (non-inhibitor). (8) The compound is COc1ccc([C@H]2Nc3ccccc3C(=O)N2c2ccc(Oc3ccccc3)cc2)cc1. The result is 1 (inhibitor). (9) The drug is Clc1ccc(C2(Cn3cncn3)OCCO2)c(Cl)c1. The result is 0 (non-inhibitor). (10) The molecule is COc1cc2oc(-c3ccccc3)cc(=O)c2c(OC)c1OC(C)=O. The result is 1 (inhibitor).